From a dataset of Catalyst prediction with 721,799 reactions and 888 catalyst types from USPTO. Predict which catalyst facilitates the given reaction. (1) Reactant: [CH3:1][C:2]1[N:3]=[C:4]([CH3:39])[C:5]2[N:6]([CH:8]=[C:9]([C:11]3[C:12](=[O:38])[O:13][C:14]4[C:19]([CH:20]=3)=[CH:18][CH:17]=[C:16]([C:21]3([F:37])[CH2:26][CH2:25][N:24](C(OCC5C=CC=CC=5)=O)[CH2:23][CH2:22]3)[CH:15]=4)[N:10]=2)[CH:7]=1. Product: [CH3:1][C:2]1[N:3]=[C:4]([CH3:39])[C:5]2[N:6]([CH:8]=[C:9]([C:11]3[C:12](=[O:38])[O:13][C:14]4[C:19]([CH:20]=3)=[CH:18][CH:17]=[C:16]([C:21]3([F:37])[CH2:22][CH2:23][NH:24][CH2:25][CH2:26]3)[CH:15]=4)[N:10]=2)[CH:7]=1. The catalyst class is: 886. (2) Reactant: [O:1]1[CH2:6][CH2:5][CH:4]([NH2:7])[CH2:3][CH2:2]1.[CH:8]([N:21]1[CH:26]=[CH:25][C:24]([C:27]2[CH:32]=[CH:31][N:30]=[C:29](S(C)(=O)=O)[N:28]=2)=[CH:23][C:22]1=[O:37])([C:15]1[CH:20]=[CH:19][CH:18]=[CH:17][CH:16]=1)[C:9]1[CH:14]=[CH:13][CH:12]=[CH:11][CH:10]=1. Product: [CH:8]([N:21]1[CH:26]=[CH:25][C:24]([C:27]2[CH:32]=[CH:31][N:30]=[C:29]([NH:7][CH:4]3[CH2:5][CH2:6][O:1][CH2:2][CH2:3]3)[N:28]=2)=[CH:23][C:22]1=[O:37])([C:9]1[CH:14]=[CH:13][CH:12]=[CH:11][CH:10]=1)[C:15]1[CH:20]=[CH:19][CH:18]=[CH:17][CH:16]=1. The catalyst class is: 287. (3) Reactant: [C:1](OC1C=CC(C2C=CC=CC=2)=CC=1)(=[O:4])[C:2]#[CH:3].[NH2:18][C:19]1[CH:24]=[CH:23][CH:22]=[CH:21][CH:20]=1.C(O)(=O)C#C.C1CCC(N=C=NC2CCCCC2)CC1. Product: [C:19]1([NH:18][C:1](=[O:4])[C:2]#[CH:3])[CH:24]=[CH:23][CH:22]=[CH:21][CH:20]=1. The catalyst class is: 142. (4) Reactant: [CH2:1]([N:8]1[C:16]2[C:11](=[CH:12][CH:13]=[CH:14][CH:15]=2)/[C:10](=[CH:17]\[C:18](O)=[O:19])/[C:9]1=[O:21])[C:2]1[CH:7]=[CH:6][CH:5]=[CH:4][CH:3]=1.C1C=CC2[N:30]([OH:31])N=NC=2C=1.CCN=C=NCCCN(C)C.Cl.NOC1CCCCO1.Cl. Product: [CH2:1]([N:8]1[C:16]2[C:11](=[CH:12][CH:13]=[CH:14][CH:15]=2)/[C:10](=[CH:17]\[C:18]([NH:30][OH:31])=[O:19])/[C:9]1=[O:21])[C:2]1[CH:7]=[CH:6][CH:5]=[CH:4][CH:3]=1. The catalyst class is: 18. (5) Reactant: C([O:5][C:6](=[O:39])[C:7]([S:10][C:11]1[S:12][CH:13]=[C:14]([CH2:16][CH2:17][N:18]([CH2:27][C:28]2[CH:33]=[CH:32][C:31]([C:34]([NH:36][CH2:37][CH3:38])=[O:35])=[CH:30][CH:29]=2)[C:19]2[N:24]=[CH:23][C:22]([CH2:25][CH3:26])=[CH:21][N:20]=2)[N:15]=1)([CH3:9])[CH3:8])(C)(C)C.FC(F)(F)C(O)=O. Product: [CH2:37]([NH:36][C:34]([C:31]1[CH:30]=[CH:29][C:28]([CH2:27][N:18]([C:19]2[N:24]=[CH:23][C:22]([CH2:25][CH3:26])=[CH:21][N:20]=2)[CH2:17][CH2:16][C:14]2[N:15]=[C:11]([S:10][C:7]([CH3:9])([CH3:8])[C:6]([OH:39])=[O:5])[S:12][CH:13]=2)=[CH:33][CH:32]=1)=[O:35])[CH3:38]. The catalyst class is: 4. (6) Reactant: [Cl:1][C:2]1[CH:10]=[C:9]2[C:5]([CH:6]=[C:7]([CH3:19])[N:8]2[CH2:11][CH2:12][N:13]2[CH2:18][CH2:17][O:16][CH2:15][CH2:14]2)=[CH:4][CH:3]=1.[Cl-].[Cl-].C([Al+2])C.[CH3:25][C:26]1[C:35]2[C:30](=[CH:31][CH:32]=[CH:33][CH:34]=2)[C:29]([C:36](Cl)=[O:37])=[CH:28][CH:27]=1. Product: [Cl:1][C:2]1[CH:10]=[C:9]2[C:5]([C:6]([C:36]([C:29]3[C:30]4[C:35](=[CH:34][CH:33]=[CH:32][CH:31]=4)[C:26]([CH3:25])=[CH:27][CH:28]=3)=[O:37])=[C:7]([CH3:19])[N:8]2[CH2:11][CH2:12][N:13]2[CH2:18][CH2:17][O:16][CH2:15][CH2:14]2)=[CH:4][CH:3]=1. The catalyst class is: 2. (7) Reactant: Br[C:2]1[CH:7]=[CH:6][C:5]([O:8][CH3:9])=[CH:4][CH:3]=1.BrCCBr.[Mg].[C:15]1([C:25]#N)[C:24]2[C:19](=[CH:20][CH:21]=[CH:22][CH:23]=2)[CH:18]=[CH:17][N:16]=1.Cl.[OH-:28].[Na+]. Product: [C:15]1([C:25]([C:2]2[CH:7]=[CH:6][C:5]([O:8][CH3:9])=[CH:4][CH:3]=2)=[O:28])[C:24]2[C:19](=[CH:20][CH:21]=[CH:22][CH:23]=2)[CH:18]=[CH:17][N:16]=1. The catalyst class is: 83. (8) Reactant: Cl[C:2]1[N:10]=[C:9]([Cl:11])[C:8]([CH:12]2[CH2:14][CH2:13]2)=[CH:7][C:3]=1[C:4]([NH2:6])=[O:5].[CH:15]([O:18][CH2:19][CH2:20][OH:21])([CH3:17])[CH3:16].[H-].[Na+]. Product: [Cl:11][C:9]1[C:8]([CH:12]2[CH2:14][CH2:13]2)=[CH:7][C:3]([C:4]([NH2:6])=[O:5])=[C:2]([O:21][CH2:20][CH2:19][O:18][CH:15]([CH3:17])[CH3:16])[N:10]=1. The catalyst class is: 3. (9) Reactant: Cl[CH2:2][C:3]1[NH:7][C:6]2[CH:8]=[CH:9][C:10]([C:12]3[C:20]4[C:15](=[CH:16][C:17]([F:21])=[CH:18][CH:19]=4)[N:14]([S:22]([C:25]4[CH:30]=[CH:29][CH:28]=[CH:27][CH:26]=4)(=[O:24])=[O:23])[CH:13]=3)=[CH:11][C:5]=2[N:4]=1.[NH:31]1[CH2:36][CH2:35][O:34][CH2:33][CH2:32]1. Product: [F:21][C:17]1[CH:16]=[C:15]2[C:20]([C:12]([C:10]3[CH:9]=[CH:8][C:6]4[NH:7][C:3]([CH2:2][N:31]5[CH2:36][CH2:35][O:34][CH2:33][CH2:32]5)=[N:4][C:5]=4[CH:11]=3)=[CH:13][N:14]2[S:22]([C:25]2[CH:26]=[CH:27][CH:28]=[CH:29][CH:30]=2)(=[O:23])=[O:24])=[CH:19][CH:18]=1. The catalyst class is: 31.